This data is from Full USPTO retrosynthesis dataset with 1.9M reactions from patents (1976-2016). The task is: Predict the reactants needed to synthesize the given product. (1) Given the product [N:67]1[CH:66]=[C:65]([N:1]2[CH2:5][CH2:4][C:3]3([CH2:10][CH:9]4[CH2:11][N:6]3[CH2:7][CH2:8]4)[CH2:2]2)[CH:70]=[N:69][CH:68]=1, predict the reactants needed to synthesize it. The reactants are: [NH:1]1[CH2:5][CH2:4][C:3]2([CH2:10][CH:9]3[CH2:11][N:6]2[CH2:7][CH2:8]3)[CH2:2]1.C1(P(C2C=CC=CC=2)C2C=CC3C(=CC=CC=3)C=2C2C3C(=CC=CC=3)C=CC=2P(C2C=CC=CC=2)C2C=CC=CC=2)C=CC=CC=1.CC(C)([O-])C.[K+].Br[C:65]1[CH:66]=[N:67][CH:68]=[N:69][CH:70]=1. (2) Given the product [Cl:1][C:2]1[CH:3]=[C:4]2[C:13](=[CH:14][N:15]=1)[C:12]1[N:8]([CH:9]=[C:10]([C:29]([NH2:27])=[O:30])[N:11]=1)[CH2:7][CH2:6][O:5]2, predict the reactants needed to synthesize it. The reactants are: [Cl:1][C:2]1[CH:3]=[C:4]2[C:13](=[CH:14][N:15]=1)[C:12]1[N:8]([CH:9]=[C:10](I)[N:11]=1)[CH2:7][CH2:6][O:5]2.N([Si](C)(C)C)[Si](C)(C)C.C[N:27]([CH:29]=[O:30])C. (3) Given the product [CH2:1]([O:4][C:5]1[CH:6]=[C:7]([CH:8]=[CH:9][CH:10]=1)[C:42]([C:41]1[CH:40]=[CH:39][C:38]([CH2:37][N:24]([CH2:17][C:18]2[CH:23]=[CH:22][CH:21]=[CH:20][CH:19]=2)[C:25]2[C:26]([CH3:36])=[C:27]([NH:31][S:32]([CH3:35])(=[O:34])=[O:33])[CH:28]=[CH:29][CH:30]=2)=[CH:49][CH:48]=1)=[O:43])[CH:2]=[CH2:3], predict the reactants needed to synthesize it. The reactants are: [CH2:1]([O:4][C:5]1[CH:10]=[CH:9][CH:8]=[C:7](Br)[CH:6]=1)[CH:2]=[CH2:3].C([Li])(C)(C)C.[CH2:17]([N:24]([CH2:37][C:38]1[CH:49]=[CH:48][C:41]([C:42](N(OC)C)=[O:43])=[CH:40][CH:39]=1)[C:25]1[CH:30]=[CH:29][CH:28]=[C:27]([NH:31][S:32]([CH3:35])(=[O:34])=[O:33])[C:26]=1[CH3:36])[C:18]1[CH:23]=[CH:22][CH:21]=[CH:20][CH:19]=1. (4) Given the product [C:1]([O:5][C:6]([N:8]1[CH2:13][CH2:12][N:11]([S:34]([C:29]2[CH:28]=[CH:27][C:26]3[C:31](=[CH:32][CH:33]=[C:24]([Cl:23])[CH:25]=3)[CH:30]=2)(=[O:35])=[O:36])[C:10]([CH3:15])([CH3:14])[CH2:9]1)=[O:7])([CH3:4])([CH3:2])[CH3:3], predict the reactants needed to synthesize it. The reactants are: [C:1]([O:5][C:6]([N:8]1[CH2:13][CH2:12][NH:11][C:10]([CH3:15])([CH3:14])[CH2:9]1)=[O:7])([CH3:4])([CH3:3])[CH3:2].C(N(CC)CC)C.[Cl:23][C:24]1[CH:25]=[C:26]2[C:31](=[CH:32][CH:33]=1)[CH:30]=[C:29]([S:34](Cl)(=[O:36])=[O:35])[CH:28]=[CH:27]2.[Cl-].[Na+]. (5) Given the product [Cl:21][C:5]1[C:6]([NH:8][C:9]2[CH:14]=[CH:13][CH:12]=[CH:11][C:10]=2[S:15]([CH:18]([CH3:20])[CH3:19])(=[O:17])=[O:16])=[N:7][C:2]([NH:22][C:23]2[C:42]([O:43][CH3:44])=[CH:41][C:26]3[CH2:27][CH2:28][N:29]([CH2:32][C:33]([N:35]4[CH2:40][CH2:39][O:38][CH2:37][CH2:36]4)=[O:34])[CH2:30][CH2:31][C:25]=3[CH:24]=2)=[N:3][CH:4]=1, predict the reactants needed to synthesize it. The reactants are: Cl[C:2]1[N:7]=[C:6]([NH:8][C:9]2[CH:14]=[CH:13][CH:12]=[CH:11][C:10]=2[S:15]([CH:18]([CH3:20])[CH3:19])(=[O:17])=[O:16])[C:5]([Cl:21])=[CH:4][N:3]=1.[NH2:22][C:23]1[C:42]([O:43][CH3:44])=[CH:41][C:26]2[CH2:27][CH2:28][N:29]([CH2:32][C:33]([N:35]3[CH2:40][CH2:39][O:38][CH2:37][CH2:36]3)=[O:34])[CH2:30][CH2:31][C:25]=2[CH:24]=1. (6) Given the product [NH2:1][CH2:2][C@@H:3]1[C@H:8]([CH3:9])[CH2:7][CH2:6][CH2:5][N:4]1[C:31]([C:30]1[CH:34]=[C:26]([F:25])[CH:27]=[CH:28][C:29]=1[N:35]1[N:39]=[CH:38][CH:37]=[N:36]1)=[O:33], predict the reactants needed to synthesize it. The reactants are: [NH2:1][CH2:2][C@@H:3]1[C@H:8]([CH3:9])[CH2:7][CH2:6][CH2:5][N:4]1C(C1C=C(C)C=CC=1C1C=NN(C)C=1)=O.[F:25][C:26]1[CH:27]=[CH:28][C:29]([N:35]2[N:39]=[CH:38][CH:37]=[N:36]2)=[C:30]([CH:34]=1)[C:31]([OH:33])=O. (7) Given the product [ClH:38].[Cl:38][C:23]1[C:24](=[O:37])[N:25]([CH2:26][CH2:27][C:28]2[CH:36]=[CH:35][C:31]([C:32]([OH:34])=[O:33])=[CH:30][CH:29]=2)[C:20]([CH2:19][N:17]([C@@H:13]2[CH2:14][CH2:15][CH2:16][C@H:12]2[OH:11])[CH3:18])=[C:21]([Cl:39])[CH:22]=1, predict the reactants needed to synthesize it. The reactants are: FC(F)(F)C(O)=O.C([O:11][C@@H:12]1[CH2:16][CH2:15][CH2:14][C@H:13]1[N:17]([CH2:19][C:20]1[N:25]([CH2:26][CH2:27][C:28]2[CH:36]=[CH:35][C:31]([C:32]([OH:34])=[O:33])=[CH:30][CH:29]=2)[C:24](=[O:37])[C:23]([Cl:38])=[CH:22][C:21]=1[Cl:39])[CH3:18])(=O)C.C(=O)([O-])[O-].[K+].[K+].CO.Cl. (8) The reactants are: [Li+].C[Si]([N-][Si](C)(C)C)(C)C.CC1C=CC(S(O[C@H:22]([CH2:34][CH2:35][O:36][CH2:37][C:38]2[CH:43]=[CH:42][CH:41]=[CH:40][CH:39]=2)[CH2:23][CH:24]([C:27]2[CH:32]=[CH:31][CH:30]=[C:29]([Cl:33])[CH:28]=2)[C:25]#[N:26])(=O)=O)=CC=1.O. Given the product [Cl:33][C:29]1[CH:28]=[C:27]([C@@:24]2([C:25]#[N:26])[CH2:23][C@@H:22]2[CH2:34][CH2:35][O:36][CH2:37][C:38]2[CH:39]=[CH:40][CH:41]=[CH:42][CH:43]=2)[CH:32]=[CH:31][CH:30]=1, predict the reactants needed to synthesize it. (9) The reactants are: [CH3:1][CH:2](O)[C:3]#[CH:4].[CH2:6]([NH:8][CH2:9][CH2:10][OH:11])[CH3:7]. Given the product [CH2:6]([N:8]([CH:2]([CH3:1])[C:3]#[CH:4])[CH2:9][CH2:10][OH:11])[CH3:7], predict the reactants needed to synthesize it. (10) Given the product [C:15]([C:14]1[CH:13]=[CH:12][C:11]([N:17]2[CH:25]([CH:26]3[CH2:27][CH2:28][CH2:29][CH2:30]3)[CH:24]3[C:19]([C:20]4[CH:34]=[CH:33][C:32]([C:35]([O:37][CH3:38])=[O:36])=[CH:31][C:21]=4[CH2:22][CH2:23]3)=[N:18]2)=[CH:10][C:9]=1[OH:8])#[N:16], predict the reactants needed to synthesize it. The reactants are: C([O:8][C:9]1[CH:10]=[C:11]([N:17]2[CH:25]([CH:26]3[CH2:30][CH2:29][CH2:28][CH2:27]3)[CH:24]3[C:19]([C:20]4[CH:34]=[CH:33][C:32]([C:35]([O:37][CH3:38])=[O:36])=[CH:31][C:21]=4[CH2:22][CH2:23]3)=[N:18]2)[CH:12]=[CH:13][C:14]=1[C:15]#[N:16])C1C=CC=CC=1.[H][H].